This data is from Forward reaction prediction with 1.9M reactions from USPTO patents (1976-2016). The task is: Predict the product of the given reaction. (1) Given the reactants [F:1][C:2]([C:5]1[S:9][N:8]=[C:7]([C:10]2[CH:15]=[CH:14][C:13]([CH2:16][CH3:17])=[CH:12][CH:11]=2)[C:6]=1[CH2:18][OH:19])([F:4])[CH3:3].[CH3:20][S:21](Cl)(=[O:23])=[O:22].C(N(CC)CC)C, predict the reaction product. The product is: [CH3:20][S:21]([O:19][CH2:18][C:6]1[C:7]([C:10]2[CH:15]=[CH:14][C:13]([CH2:16][CH3:17])=[CH:12][CH:11]=2)=[N:8][S:9][C:5]=1[C:2]([F:4])([F:1])[CH3:3])(=[O:23])=[O:22]. (2) Given the reactants Br[C:2]1[N:7]=[CH:6][C:5]([CH2:8][NH:9][C:10]([C:12]2[C:13]3[CH:14]=[CH:15][N:16]([C:23]4[CH:28]=[CH:27][C:26]([F:29])=[CH:25][CH:24]=4)[C:17]=3[CH:18]=[C:19]([C:21]#[N:22])[CH:20]=2)=[O:11])=[CH:4][CH:3]=1.[CH3:30][S:31]([NH2:34])(=[O:33])=[O:32].CN[C@@H]1CCCC[C@H]1NC.C(=O)([O-])[O-].[K+].[K+], predict the reaction product. The product is: [CH3:30][S:31]([NH:34][C:2]1[N:7]=[CH:6][C:5]([CH2:8][NH:9][C:10]([C:12]2[C:13]3[CH:14]=[CH:15][N:16]([C:23]4[CH:28]=[CH:27][C:26]([F:29])=[CH:25][CH:24]=4)[C:17]=3[CH:18]=[C:19]([C:21]#[N:22])[CH:20]=2)=[O:11])=[CH:4][CH:3]=1)(=[O:33])=[O:32]. (3) Given the reactants C(OC([N:8]1[CH2:13][CH2:12][N:11]([C:14](=[O:44])[CH2:15][NH:16][C:17]([C:19]2[CH:43]=[CH:42][C:22]3[N:23]([CH3:41])[C:24]([NH:26][C:27]4[S:28][C:29]5[CH:35]=[C:34]([O:36][C:37]([F:40])([F:39])[F:38])[CH:33]=[CH:32][C:30]=5[N:31]=4)=[N:25][C:21]=3[CH:20]=2)=[O:18])[CH2:10][CH2:9]1)=O)(C)(C)C.[ClH:45], predict the reaction product. The product is: [ClH:45].[ClH:45].[O:44]=[C:14]([N:11]1[CH2:10][CH2:9][NH:8][CH2:13][CH2:12]1)[CH2:15][NH:16][C:17]([C:19]1[CH:43]=[CH:42][C:22]2[N:23]([CH3:41])[C:24]([NH:26][C:27]3[S:28][C:29]4[CH:35]=[C:34]([O:36][C:37]([F:40])([F:39])[F:38])[CH:33]=[CH:32][C:30]=4[N:31]=3)=[N:25][C:21]=2[CH:20]=1)=[O:18]. (4) Given the reactants [C:1]1([S:7]([N:10]2[C:14]3=[N:15][CH:16]=[C:17]([F:19])[CH:18]=[C:13]3[CH:12]=[C:11]2[C:20](OS(C2C=CC(C)=CC=2)(=O)=O)=[CH:21][CH:22]2[CH2:26][CH2:25][CH2:24][CH2:23]2)(=[O:9])=[O:8])[CH:6]=[CH:5][CH:4]=[CH:3][CH:2]=1.[C:38]([NH:42][C:43]([C:45]1[CH:50]=[CH:49][C:48](B(O)O)=[CH:47][CH:46]=1)=[O:44])([CH3:41])([CH3:40])[CH3:39].C(=O)([O-])[O-].[Na+].[Na+], predict the reaction product. The product is: [C:1]1([S:7]([N:10]2[C:14]3=[N:15][CH:16]=[C:17]([F:19])[CH:18]=[C:13]3[CH:12]=[C:11]2[C:20]([C:48]2[CH:49]=[CH:50][C:45]([C:43]([NH:42][C:38]([CH3:41])([CH3:40])[CH3:39])=[O:44])=[CH:46][CH:47]=2)=[CH:21][CH:22]2[CH2:26][CH2:25][CH2:24][CH2:23]2)(=[O:9])=[O:8])[CH:6]=[CH:5][CH:4]=[CH:3][CH:2]=1. (5) Given the reactants [N+:1]([C:4]1[CH:12]=[CH:11][C:7]([C:8](O)=[O:9])=[CH:6][C:5]=1[O:13][CH:14]1[CH2:18][CH2:17][O:16][CH2:15]1)([O-:3])=[O:2].C(Cl)CCl.C1C=CC2N(O)N=[N:29][C:27]=2C=1.CN.C1COCC1, predict the reaction product. The product is: [N+:1]([C:4]1[CH:12]=[CH:11][C:7]([C:8]([NH:29][CH3:27])=[O:9])=[CH:6][C:5]=1[O:13][CH:14]1[CH2:18][CH2:17][O:16][CH2:15]1)([O-:3])=[O:2].